Dataset: NCI-60 drug combinations with 297,098 pairs across 59 cell lines. Task: Regression. Given two drug SMILES strings and cell line genomic features, predict the synergy score measuring deviation from expected non-interaction effect. (1) Drug 1: C1CN1C2=NC(=NC(=N2)N3CC3)N4CC4. Drug 2: C(CCl)NC(=O)N(CCCl)N=O. Cell line: SK-OV-3. Synergy scores: CSS=11.5, Synergy_ZIP=-8.58, Synergy_Bliss=-2.97, Synergy_Loewe=-23.6, Synergy_HSA=-3.53. (2) Drug 1: CC1OCC2C(O1)C(C(C(O2)OC3C4COC(=O)C4C(C5=CC6=C(C=C35)OCO6)C7=CC(=C(C(=C7)OC)O)OC)O)O. Drug 2: CC12CCC3C(C1CCC2OP(=O)(O)O)CCC4=C3C=CC(=C4)OC(=O)N(CCCl)CCCl.[Na+]. Cell line: SNB-19. Synergy scores: CSS=19.2, Synergy_ZIP=-6.00, Synergy_Bliss=-5.84, Synergy_Loewe=-19.5, Synergy_HSA=-4.79.